This data is from Catalyst prediction with 721,799 reactions and 888 catalyst types from USPTO. The task is: Predict which catalyst facilitates the given reaction. Reactant: [C:1]([O:5][C:6]([NH:8][C@@H:9]([CH3:36])[C@@H:10]([C:30]1[CH:35]=[CH:34][CH:33]=[CH:32][CH:31]=1)[O:11][C:12]1[CH:13]=[C:14]2[C:18](=[CH:19][CH:20]=1)[N:17]([C:21]1[CH:22]=[C:23]([CH:27]=[CH:28][CH:29]=1)[C:24]([OH:26])=O)[N:16]=[CH:15]2)=[O:7])([CH3:4])([CH3:3])[CH3:2].CN(C(ON1N=[N:52][C:47]2[CH:48]=[CH:49][CH:50]=[N:51][C:46]1=2)=[N+](C)C)C.F[P-](F)(F)(F)(F)F.CN(C=[O:65])C. The catalyst class is: 13. Product: [C:1]([O:5][C:6](=[O:7])[NH:8][C@@H:9]([CH3:36])[C@H:10]([O:11][C:12]1[CH:13]=[C:14]2[C:18](=[CH:19][CH:20]=1)[N:17]([C:21]1[CH:29]=[CH:28][CH:27]=[C:23]([C:24]([N:51]3[CH2:50][CH2:49][CH2:48][C@@H:46]3[C:47](=[O:65])[NH2:52])=[O:26])[CH:22]=1)[N:16]=[CH:15]2)[C:30]1[CH:35]=[CH:34][CH:33]=[CH:32][CH:31]=1)([CH3:4])([CH3:3])[CH3:2].